Dataset: Peptide-MHC class II binding affinity with 134,281 pairs from IEDB. Task: Regression. Given a peptide amino acid sequence and an MHC pseudo amino acid sequence, predict their binding affinity value. This is MHC class II binding data. (1) The peptide sequence is GIIQPEQPAQL. The MHC is DRB1_0701 with pseudo-sequence DRB1_0701. The binding affinity (normalized) is 0.145. (2) The peptide sequence is MYLGTCKTLTPLMSS. The MHC is DRB1_0301 with pseudo-sequence DRB1_0301. The binding affinity (normalized) is 0. (3) The peptide sequence is RNVFDEVIPTAFSIG. The MHC is DRB1_1501 with pseudo-sequence DRB1_1501. The binding affinity (normalized) is 0.0648. (4) The peptide sequence is FPCQEWQEVDSILGF. The MHC is DRB3_0301 with pseudo-sequence DRB3_0301. The binding affinity (normalized) is 0. (5) The peptide sequence is AFKVAATACNAAPAN. The MHC is DRB1_0701 with pseudo-sequence DRB1_0701. The binding affinity (normalized) is 0.482. (6) The peptide sequence is LSPLMANLAPHLLLI. The MHC is DRB1_0101 with pseudo-sequence DRB1_0101. The binding affinity (normalized) is 0.822. (7) The peptide sequence is AHGIPKVPPGPNITA. The binding affinity (normalized) is 0.227. The MHC is HLA-DPA10201-DPB11401 with pseudo-sequence HLA-DPA10201-DPB11401. (8) The peptide sequence is RCYSLYIAENGELTE. The MHC is DRB1_0301 with pseudo-sequence DRB1_0301. The binding affinity (normalized) is 0.478. (9) The MHC is DRB1_1501 with pseudo-sequence DRB1_1501. The binding affinity (normalized) is 0.238. The peptide sequence is SKGDSARVTVKDVTF. (10) The peptide sequence is SQDLELFWNLNGLQAY. The MHC is DRB1_1302 with pseudo-sequence DRB1_1302. The binding affinity (normalized) is 0.603.